This data is from Full USPTO retrosynthesis dataset with 1.9M reactions from patents (1976-2016). The task is: Predict the reactants needed to synthesize the given product. (1) Given the product [Cl:22][C:19]1[CH:18]=[CH:17][C:16]([C:12]2([C:10](=[O:11])[CH2:9][S:7][C:3]3[N:2]([CH3:1])[CH:6]=[N:5][N:4]=3)[CH2:15][CH2:14][CH2:13]2)=[CH:21][CH:20]=1, predict the reactants needed to synthesize it. The reactants are: [CH3:1][N:2]1[CH:6]=[N:5][N:4]=[C:3]1[SH:7].Br[CH2:9][C:10]([C:12]1([C:16]2[CH:21]=[CH:20][C:19]([Cl:22])=[CH:18][CH:17]=2)[CH2:15][CH2:14][CH2:13]1)=[O:11].CCN(CC)CC.C(Cl)Cl.CCOC(C)=O. (2) Given the product [CH:6]1([Si:2]([CH:9]2[CH:8]=[CH:7][CH:6]=[CH:10]2)([Cl:5])[Cl:1])[CH:10]=[CH:9][CH:8]=[CH:7]1, predict the reactants needed to synthesize it. The reactants are: [Cl:1][Si:2]([Cl:5])(Cl)Cl.[CH:6]1([Li])[CH:10]=[CH:9][CH:8]=[CH:7]1.[Cl-].[Li+]. (3) Given the product [C:41]1([CH3:51])[CH:42]=[CH:43][C:44]([S:47]([OH:50])(=[O:48])=[O:49])=[CH:45][CH:46]=1.[C:52]1([CH3:62])[CH:53]=[CH:54][C:55]([S:58]([OH:61])(=[O:59])=[O:60])=[CH:56][CH:57]=1.[NH:21]1[CH:22]=[C:23]([C:25]2[S:29][C:28]([O:30][C@@H:31]3[CH:32]4[CH2:33][N:34]5[CH2:35][CH:36]([CH2:37][CH:38]3[CH2:39]5)[CH2:40]4)=[N:27][N:26]=2)[CH:24]=[N:20]1, predict the reactants needed to synthesize it. The reactants are: C([N:20]1[CH:24]=[C:23]([C:25]2[S:29][C:28]([O:30][C@@H:31]3[CH:38]4[CH2:39][N:34]5[CH2:35][CH:36]([CH2:40][CH:32]3[CH2:33]5)[CH2:37]4)=[N:27][N:26]=2)[CH:22]=[N:21]1)(C1C=CC=CC=1)(C1C=CC=CC=1)C1C=CC=CC=1.[C:41]1([CH3:51])[CH:46]=[CH:45][C:44]([S:47]([OH:50])(=[O:49])=[O:48])=[CH:43][CH:42]=1.[C:52]1([CH3:62])[CH:57]=[CH:56][C:55]([S:58]([OH:61])(=[O:60])=[O:59])=[CH:54][CH:53]=1.N1C=C(C2SC(O[C@@H]3C4CN5CC(CC3C5)C4)=NC=2)C=N1.N. (4) The reactants are: [O:1]=[C:2]1[CH2:7][CH2:6][CH:5]([C:8]([O:10][CH2:11][CH3:12])=[O:9])[CH2:4][CH2:3]1.[CH2:13](O)[CH2:14][OH:15].C(O)(=O)C(O)=O.C(=O)([O-])O.[Na+]. Given the product [O:15]1[C:2]2([CH2:7][CH2:6][CH:5]([C:8]([O:10][CH2:11][CH3:12])=[O:9])[CH2:4][CH2:3]2)[O:1][CH2:13][CH2:14]1, predict the reactants needed to synthesize it. (5) The reactants are: [CH3:1][O:2][C:3]([C:5]1[C:13]([NH:14][C:15]2[CH:20]=[CH:19][CH:18]=[CH:17][C:16]=2[CH3:21])=[C:12]([F:22])[C:8]2[NH:9][CH:10]=[N:11][C:7]=2[CH:6]=1)=[O:4].C1COCC1.CO.C1C(=O)N([Br:37])C(=O)C1.CC1C=CC(S(O)(=O)=O)=CC=1.O. Given the product [CH3:1][O:2][C:3]([C:5]1[C:13]([NH:14][C:15]2[CH:20]=[CH:19][C:18]([Br:37])=[CH:17][C:16]=2[CH3:21])=[C:12]([F:22])[C:8]2[NH:9][CH:10]=[N:11][C:7]=2[CH:6]=1)=[O:4], predict the reactants needed to synthesize it.